From a dataset of Forward reaction prediction with 1.9M reactions from USPTO patents (1976-2016). Predict the product of the given reaction. (1) Given the reactants [CH:1]1([CH2:4][N:5]2[C:9]3[CH:10]=[CH:11][C:12]([S:14]([C:17]([CH3:22])([CH3:21])[C:18]([OH:20])=O)(=[O:16])=[O:15])=[CH:13][C:8]=3[N:7]=[C:6]2[CH2:23][C:24]([CH3:27])([CH3:26])[CH3:25])[CH2:3][CH2:2]1.[NH:28]1[CH2:33][CH2:32][O:31][CH2:30][CH2:29]1.CCN(C(C)C)C(C)C.C(P(=O)(OCC)OCC)#N, predict the reaction product. The product is: [CH:1]1([CH2:4][N:5]2[C:9]3[CH:10]=[CH:11][C:12]([S:14]([C:17]([CH3:21])([CH3:22])[C:18]([N:28]4[CH2:33][CH2:32][O:31][CH2:30][CH2:29]4)=[O:20])(=[O:16])=[O:15])=[CH:13][C:8]=3[N:7]=[C:6]2[CH2:23][C:24]([CH3:25])([CH3:27])[CH3:26])[CH2:3][CH2:2]1. (2) Given the reactants Cl[CH2:2][CH2:3][N:4]1[C:8]([CH2:9][OH:10])=[CH:7][C:6]([C:11]2[CH:16]=[CH:15][C:14]([F:17])=[CH:13][CH:12]=2)=[N:5]1.[H-].[Na+].O, predict the reaction product. The product is: [F:17][C:14]1[CH:15]=[CH:16][C:11]([C:6]2[CH:7]=[C:8]3[CH2:9][O:10][CH2:2][CH2:3][N:4]3[N:5]=2)=[CH:12][CH:13]=1. (3) Given the reactants [CH:1]1[C:10]2[C:5](=[C:6](C3C=C4C(=CC=3)C=C(NC(C3SC=CC=3)=O)C=C4)[CH:7]=[CH:8][CH:9]=2)[CH:4]=[CH:3][N:2]=1.[NH4+:29].[Cl-:30], predict the reaction product. The product is: [Cl:30][C:1]1[C:10]2[CH:9]=[CH:8][CH:7]=[C:6]([NH2:29])[C:5]=2[CH:4]=[CH:3][N:2]=1. (4) The product is: [ClH:23].[Cl:23][C:20]1[CH:21]=[CH:22][C:17]([O:16][C:15]2[CH:32]=[C:33]([F:34])[C:12]([S:9](=[O:10])(=[O:11])[NH:8][C:36]3[N:37]=[CH:38][S:39][CH:40]=3)=[CH:13][C:14]=2[Cl:35])=[C:18]([CH2:24][CH2:25][CH2:26][NH:27][CH2:28][C:29]([OH:31])=[O:30])[CH:19]=1. Given the reactants C(OC([N:8]([C:36]1[N:37]=[CH:38][S:39][CH:40]=1)[S:9]([C:12]1[C:33]([F:34])=[CH:32][C:15]([O:16][C:17]2[CH:22]=[CH:21][C:20]([Cl:23])=[CH:19][C:18]=2[CH2:24][CH2:25][CH2:26][NH:27][CH2:28][C:29]([OH:31])=[O:30])=[C:14]([Cl:35])[CH:13]=1)(=[O:11])=[O:10])=O)(C)(C)C.Cl.CCCCC, predict the reaction product. (5) Given the reactants CN([CH2:4][C-:5]1[CH:9]=[CH:8][CH:7]=[C:6]1[S:10][C:11]([CH3:14])([CH3:13])[CH3:12])C.[CH-:15]1[CH:19]=[CH:18][CH:17]=[CH:16]1.[Fe+2:20].[C:21]([O:24]C(=O)C)(=[O:23])[CH3:22], predict the reaction product. The product is: [C:21]([O:24][CH2:4][C-:5]1[CH:9]=[CH:8][CH:7]=[C:6]1[S:10][C:11]([CH3:14])([CH3:13])[CH3:12])(=[O:23])[CH3:22].[CH-:15]1[CH:19]=[CH:18][CH:17]=[CH:16]1.[Fe+2:20].